This data is from Forward reaction prediction with 1.9M reactions from USPTO patents (1976-2016). The task is: Predict the product of the given reaction. (1) Given the reactants [CH3:1][C:2]1[CH:3]=[C:4]([CH:7]=[CH:8][C:9]=1[O:10][CH2:11][C:12]1[C:17]([N:18]2[C:22](=[O:23])[N:21]([CH3:24])[N:20]=[N:19]2)=[CH:16][CH:15]=[CH:14][C:13]=1[CH3:25])[CH:5]=[O:6].CO.[BH4-].[Na+], predict the reaction product. The product is: [OH:6][CH2:5][C:4]1[CH:7]=[CH:8][C:9]([O:10][CH2:11][C:12]2[C:13]([CH3:25])=[CH:14][CH:15]=[CH:16][C:17]=2[N:18]2[C:22](=[O:23])[N:21]([CH3:24])[N:20]=[N:19]2)=[C:2]([CH3:1])[CH:3]=1. (2) Given the reactants C[O:2][C:3](=[O:26])[C:4]1[CH:9]=[CH:8][C:7]([C:10]([NH:12][C@@H:13]([C:15]2[C:24]3[C:19](=[CH:20][CH:21]=[CH:22][CH:23]=3)[CH:18]=[CH:17][CH:16]=2)[CH3:14])=[O:11])=[CH:6][C:5]=1[Cl:25].O.[OH-].[Li+], predict the reaction product. The product is: [Cl:25][C:5]1[CH:6]=[C:7]([C:10]([NH:12][C@@H:13]([C:15]2[C:24]3[C:19](=[CH:20][CH:21]=[CH:22][CH:23]=3)[CH:18]=[CH:17][CH:16]=2)[CH3:14])=[O:11])[CH:8]=[CH:9][C:4]=1[C:3]([OH:26])=[O:2]. (3) The product is: [CH3:3][N:4]([CH2:14][C:15]1[CH:16]=[C:17]([C:21]2[CH:26]=[CH:25][C:24]([CH:27]=[CH:28][C:29]([OH:31])=[O:30])=[CH:23][CH:22]=2)[CH:18]=[CH:19][CH:20]=1)[C:5](=[O:13])[CH2:6][CH2:7][CH2:8][CH2:9][CH2:10][CH2:11][CH3:12]. Given the reactants [OH-].[Na+].[CH3:3][N:4]([CH2:14][C:15]1[CH:16]=[C:17]([C:21]2[CH:26]=[CH:25][C:24]([CH:27]=[CH:28][C:29]([O:31]CC)=[O:30])=[CH:23][CH:22]=2)[CH:18]=[CH:19][CH:20]=1)[C:5](=[O:13])[CH2:6][CH2:7][CH2:8][CH2:9][CH2:10][CH2:11][CH3:12].O.C(O)(=O)C, predict the reaction product.